The task is: Predict the product of the given reaction.. This data is from Forward reaction prediction with 1.9M reactions from USPTO patents (1976-2016). (1) Given the reactants [O:1]1[C:6]2[CH:7]=[CH:8][C:9]([C:11]3[CH:12]=[C:13]([CH:17]=[C:18]([O:20][CH2:21][CH2:22][CH2:23][CH2:24][CH2:25][CH2:26][C:27]4[CH:32]=[CH:31][CH:30]=[C:29]([O:33][CH2:34][CH2:35][CH2:36][C:37]([O:39]CC)=[O:38])[C:28]=4[CH2:42][CH2:43][C:44]([O:46]CC)=[O:45])[CH:19]=3)[C:14](O)=[O:15])=[CH:10][C:5]=2[O:4][CH2:3][CH2:2]1.[CH3:49][NH:50][CH3:51], predict the reaction product. The product is: [C:44]([CH2:43][CH2:42][C:28]1[C:27]([CH2:26][CH2:25][CH2:24][CH2:23][CH2:22][CH2:21][O:20][C:18]2[CH:17]=[C:13]([C:14](=[O:15])[N:50]([CH3:51])[CH3:49])[CH:12]=[C:11]([C:9]3[CH:8]=[CH:7][C:6]4[O:1][CH2:2][CH2:3][O:4][C:5]=4[CH:10]=3)[CH:19]=2)=[CH:32][CH:31]=[CH:30][C:29]=1[O:33][CH2:34][CH2:35][CH2:36][C:37]([OH:39])=[O:38])([OH:46])=[O:45]. (2) Given the reactants [H-].[Na+].[C:3]([C:5]1[CH:6]=[C:7]2[C:11](=[CH:12][CH:13]=1)[NH:10][C:9](=[O:14])[CH2:8]2)#[N:4].Cl[C:16]1[CH:17]=[C:18]([CH:27]=[CH:28][N:29]=1)[C:19]([NH:21][CH2:22][CH2:23][N:24]([CH3:26])[CH3:25])=[O:20], predict the reaction product. The product is: [C:3]([C:5]1[CH:6]=[C:7]2[C:11](=[CH:12][CH:13]=1)[NH:10][C:9]([OH:14])=[C:8]2[C:16]1[CH:17]=[C:18]([CH:27]=[CH:28][N:29]=1)[C:19]([NH:21][CH2:22][CH2:23][N:24]([CH3:25])[CH3:26])=[O:20])#[N:4]. (3) The product is: [N:11]1[CH:10]=[CH:9][N:7]2[CH:8]=[C:3]([C:28]3[CH:29]=[N:30][N:31]([CH:33]4[CH2:34][CH2:35][N:36]([C:39]([O:41][C:42]([CH3:45])([CH3:44])[CH3:43])=[O:40])[CH2:37][CH2:38]4)[CH:32]=3)[CH:4]=[CH:5][C:6]=12. Given the reactants Cl.I[C:3]1[CH:4]=[CH:5][C:6]2[N:7]([CH:9]=[CH:10][N:11]=2)[CH:8]=1.COCCOC.[OH-].[Na+].CC1(C)C(C)(C)OB([C:28]2[CH:29]=[N:30][N:31]([CH:33]3[CH2:38][CH2:37][N:36]([C:39]([O:41][C:42]([CH3:45])([CH3:44])[CH3:43])=[O:40])[CH2:35][CH2:34]3)[CH:32]=2)O1, predict the reaction product. (4) Given the reactants [CH3:1][C:2]1[CH:9]=[CH:8][C:7]([N+:10]([O-])=O)=[CH:6][C:3]=1[C:4]#[N:5].C(O)C.O.[NH4+].[Cl-], predict the reaction product. The product is: [NH2:10][C:7]1[CH:8]=[CH:9][C:2]([CH3:1])=[C:3]([CH:6]=1)[C:4]#[N:5]. (5) Given the reactants [CH2:1]([O:3][C:4]([C:6]1[CH:11]=[CH:10][N:9]2[N:12]=[CH:13][C:14](Br)=[C:8]2[N:7]=1)=[O:5])[CH3:2].[Cl:16][C:17]1[CH:18]=[C:19](OB(O)O)[CH:20]=[CH:21][CH:22]=1.P([O-])([O-])([O-])=O.[Ca+2].P([O-])([O-])([O-])=O.[Ca+2].[Ca+2].O1CCOCC1, predict the reaction product. The product is: [CH2:1]([O:3][C:4]([C:6]1[CH:11]=[CH:10][N:9]2[N:12]=[CH:13][C:14]([C:21]3[CH:20]=[CH:19][CH:18]=[C:17]([Cl:16])[CH:22]=3)=[C:8]2[N:7]=1)=[O:5])[CH3:2].